Task: Predict the product of the given reaction.. Dataset: Forward reaction prediction with 1.9M reactions from USPTO patents (1976-2016) Given the reactants [CH3:1][C:2]1[NH:6][C:5]([CH:7]=[O:8])=[CH:4][CH:3]=1.[Cl:9][C:10]1[CH:17]=[C:16]([Cl:18])[CH:15]=[CH:14][C:11]=1[CH2:12]Cl.CN(C)C=O.[H-].[Na+], predict the reaction product. The product is: [Cl:9][C:10]1[CH:17]=[C:16]([Cl:18])[CH:15]=[CH:14][C:11]=1[CH2:12][N:6]1[C:2]([CH3:1])=[CH:3][CH:4]=[C:5]1[CH:7]=[O:8].